This data is from Full USPTO retrosynthesis dataset with 1.9M reactions from patents (1976-2016). The task is: Predict the reactants needed to synthesize the given product. (1) Given the product [Cl:1][C:2]1[C:3]([CH2:12][Cl:16])=[CH:4][N:5]=[C:6]([C:8]([F:11])([F:10])[F:9])[CH:7]=1, predict the reactants needed to synthesize it. The reactants are: [Cl:1][C:2]1[CH:7]=[C:6]([C:8]([F:11])([F:10])[F:9])[N:5]=[CH:4][C:3]=1[CH2:12]O.O=S(Cl)[Cl:16]. (2) The reactants are: [OH:1][N:2]1[C:6](=[O:7])[C:5]2=[CH:8][CH:9]=[CH:10][CH:11]=[C:4]2[C:3]1=[O:12].[F:13][C:14]1[CH:19]=[CH:18][C:17](B(O)O)=[CH:16][CH:15]=1.N1C=CC=CC=1. Given the product [F:13][C:14]1[CH:19]=[CH:18][C:17]([O:1][N:2]2[C:3](=[O:12])[C:4]3=[CH:11][CH:10]=[CH:9][CH:8]=[C:5]3[C:6]2=[O:7])=[CH:16][CH:15]=1, predict the reactants needed to synthesize it. (3) The reactants are: [C:1]1([OH:7])[CH:6]=[CH:5][CH:4]=[CH:3][CH:2]=1.[H-].[Na+].CN(C=O)C.[CH3:15][O:16][C:17]1[CH:18]=[C:19]2[C:24](=[CH:25][C:26]=1[O:27][CH3:28])[CH2:23][N:22]([C:29](=[O:35])[CH:30](Br)[CH:31]([CH3:33])[CH3:32])[CH2:21][CH2:20]2. Given the product [CH3:15][O:16][C:17]1[CH:18]=[C:19]2[C:24](=[CH:25][C:26]=1[O:27][CH3:28])[CH2:23][N:22]([C:29](=[O:35])[CH:30]([O:7][C:1]1[CH:6]=[CH:5][CH:4]=[CH:3][CH:2]=1)[CH:31]([CH3:33])[CH3:32])[CH2:21][CH2:20]2, predict the reactants needed to synthesize it. (4) Given the product [OH:28][C:29]1([C:32]([N:25]2[CH2:26][CH2:27][N:22]([C:20]([C:17]3[CH:16]=[CH:15][C:14]([C:11]4[CH:12]=[CH:13][C:8]5[N:7]([CH2:67][CH2:65][OH:42])[CH:6]=[N:5][C:9]=5[CH:10]=4)=[CH:19][CH:18]=3)=[O:21])[CH2:23][CH2:24]2)=[O:34])[CH2:31][CH2:30]1, predict the reactants needed to synthesize it. The reactants are: Cl.OCC[N:5]1[C:9]2[CH:10]=[C:11]([C:14]3[CH:19]=[CH:18][C:17]([C:20]([N:22]4[CH2:27][CH2:26][NH:25][CH2:24][CH2:23]4)=[O:21])=[CH:16][CH:15]=3)[CH:12]=[CH:13][C:8]=2[N:7]=[CH:6]1.[OH:28][C:29]1([C:32]([OH:34])=O)[CH2:31][CH2:30]1.CN(C([O:42]N1N=NC2C=CC=CC1=2)=[N+](C)C)C.F[P-](F)(F)(F)(F)F.CCN([CH:65]([CH3:67])C)C(C)C. (5) Given the product [O:25]1[CH2:29][CH2:28][O:27][CH:26]1[C:30]1[CH:36]=[C:35]([O:37][CH3:38])[CH:34]=[CH:33][C:31]=1[NH:32][C:10](=[O:12])[C@:9]([NH:8][C:6](=[O:7])[O:5][C:1]([CH3:2])([CH3:3])[CH3:4])([CH3:15])[CH2:13][OH:14], predict the reactants needed to synthesize it. The reactants are: [C:1]([O:5][C:6]([NH:8][C@@:9]([CH3:15])([CH2:13][OH:14])[C:10]([OH:12])=O)=[O:7])([CH3:4])([CH3:3])[CH3:2].C(N(CC)C(C)C)(C)C.[O:25]1[CH2:29][CH2:28][O:27][CH:26]1[C:30]1[CH:36]=[C:35]([O:37][CH3:38])[CH:34]=[CH:33][C:31]=1[NH2:32].F[P-](F)(F)(F)(F)F.C[N+](C)=C(N(C)C)ON1C2N=CC=CC=2N=N1. (6) Given the product [NH2:13][CH2:12][C:7]1[CH:8]=[C:9]2[C:4](=[CH:5][CH:6]=1)[O:3][C:2]([CH3:14])([CH3:1])[CH:11]=[CH:10]2, predict the reactants needed to synthesize it. The reactants are: [CH3:1][C:2]1([CH3:14])[CH:11]=[CH:10][C:9]2[C:4](=[CH:5][CH:6]=[C:7]([C:12]#[N:13])[CH:8]=2)[O:3]1.C(O)C.N. (7) Given the product [OH:21][C@@H:19]([CH3:20])[CH2:18][N:15]1[C:16]2[C:12](=[CH:11][CH:10]=[C:9]([O:8][CH2:1][C:2]3[CH:3]=[CH:4][CH:5]=[CH:6][CH:7]=3)[CH:17]=2)[CH:13]=[CH:14]1, predict the reactants needed to synthesize it. The reactants are: [CH2:1]([O:8][C:9]1[CH:17]=[C:16]2[C:12]([CH:13]=[CH:14][NH:15]2)=[CH:11][CH:10]=1)[C:2]1[CH:7]=[CH:6][CH:5]=[CH:4][CH:3]=1.[CH2:18]1[O:21][C@H:19]1[CH3:20].